Dataset: Reaction yield outcomes from USPTO patents with 853,638 reactions. Task: Predict the reaction yield, written as a fraction of the theoretical maximum amount of product (1.0 means a 100% yield; for example, 0.34 means a 34% yield). The reactants are [CH2:1]([O:8][C:9]([N:11]1[CH2:15][C:14](=[O:16])[N:13]=[C:12]1[NH2:17])=[O:10])[C:2]1[CH:7]=[CH:6][CH:5]=[CH:4][CH:3]=1.[CH3:18][C:19]([O:22][C:23](O[C:23]([O:22][C:19]([CH3:21])([CH3:20])[CH3:18])=[O:24])=[O:24])([CH3:21])[CH3:20]. The catalyst is CN(C1C=CN=CC=1)C.C(#N)C. The product is [CH2:1]([O:8][C:9]([N:11]1[CH2:15][C:14](=[O:16])[N:13]=[C:12]1[NH:17][C:23]([O:22][C:19]([CH3:21])([CH3:20])[CH3:18])=[O:24])=[O:10])[C:2]1[CH:7]=[CH:6][CH:5]=[CH:4][CH:3]=1. The yield is 0.826.